From a dataset of NCI-60 drug combinations with 297,098 pairs across 59 cell lines. Regression. Given two drug SMILES strings and cell line genomic features, predict the synergy score measuring deviation from expected non-interaction effect. Synergy scores: CSS=15.7, Synergy_ZIP=6.81, Synergy_Bliss=7.26, Synergy_Loewe=-20.1, Synergy_HSA=3.86. Cell line: HL-60(TB). Drug 2: CC1=C(C=C(C=C1)C(=O)NC2=CC(=CC(=C2)C(F)(F)F)N3C=C(N=C3)C)NC4=NC=CC(=N4)C5=CN=CC=C5. Drug 1: CCC1(CC2CC(C3=C(CCN(C2)C1)C4=CC=CC=C4N3)(C5=C(C=C6C(=C5)C78CCN9C7C(C=CC9)(C(C(C8N6C=O)(C(=O)OC)O)OC(=O)C)CC)OC)C(=O)OC)O.OS(=O)(=O)O.